Dataset: Full USPTO retrosynthesis dataset with 1.9M reactions from patents (1976-2016). Task: Predict the reactants needed to synthesize the given product. (1) Given the product [OH:11][C:5]1[CH:4]=[CH:3][C:2]([NH:1][CH2:18][CH2:19][C:20]2[CH:21]=[CH:22][C:23]([C:26]([F:27])([F:28])[F:29])=[CH:24][CH:25]=2)=[CH:10][C:6]=1[C:7]([OH:9])=[O:8], predict the reactants needed to synthesize it. The reactants are: [NH2:1][C:2]1[CH:10]=[C:6]([C:7]([OH:9])=[O:8])[C:5]([OH:11])=[CH:4][CH:3]=1.C(NCC)C.Br[CH2:18][CH2:19][C:20]1[CH:25]=[CH:24][C:23]([C:26]([F:29])([F:28])[F:27])=[CH:22][CH:21]=1. (2) Given the product [Cl:14][C:13]1[CH:12]=[CH:11][C:10]([O:15][CH:17]([CH3:19])[CH3:18])=[CH:9][C:8]=1[C:5]1[N:6]=[CH:7][C:2]([NH2:1])=[N:3][CH:4]=1, predict the reactants needed to synthesize it. The reactants are: [NH2:1][C:2]1[N:3]=[CH:4][C:5]([C:8]2[CH:9]=[C:10]([OH:15])[CH:11]=[CH:12][C:13]=2[Cl:14])=[N:6][CH:7]=1.I[CH:17]([CH3:19])[CH3:18].C([O-])([O-])=O.[K+].[K+]. (3) Given the product [Cl:26][CH2:7][C:6]1[S:5][C:4]([C:9]2[CH:14]=[CH:13][CH:12]=[CH:11][CH:10]=2)=[N:3][C:2]=1[CH3:1], predict the reactants needed to synthesize it. The reactants are: [CH3:1][C:2]1[N:3]=[C:4]([C:9]2[CH:14]=[CH:13][CH:12]=[CH:11][CH:10]=2)[S:5][C:6]=1[CH2:7]O.C(N(CC)CC)C.CS([Cl:26])(=O)=O. (4) Given the product [C:61]([C:63]1[CH:64]=[C:65]([CH:69]=[C:70]([O:72][CH3:73])[CH:71]=1)[C:66]([NH:36][C:37]1[C:38]([CH3:60])=[C:39]2[C:45]([CH:46]3[CH2:47][CH2:48][N:49]([C:52]([CH:54]4[CH2:55][CH2:56][CH2:57][CH2:58]4)=[O:53])[CH2:50][CH2:51]3)=[CH:44][N:43]([CH3:59])[C:40]2=[N:41][CH:42]=1)=[O:67])#[N:62], predict the reactants needed to synthesize it. The reactants are: CN1C2=NC=C([N+]([O-])=O)C(C)=C2C(C2CCN(C(OC(C)(C)C)=O)CC=2)=C1.C1(C(Cl)=O)CCCC1.[NH2:36][C:37]1[C:38]([CH3:60])=[C:39]2[C:45]([CH:46]3[CH2:51][CH2:50][N:49]([C:52]([CH:54]4[CH2:58][CH2:57][CH2:56][CH2:55]4)=[O:53])[CH2:48][CH2:47]3)=[CH:44][N:43]([CH3:59])[C:40]2=[N:41][CH:42]=1.[C:61]([C:63]1[CH:64]=[C:65]([CH:69]=[C:70]([O:72][CH3:73])[CH:71]=1)[C:66](O)=[O:67])#[N:62].[I-].ClCC1C=CC=C[NH+]=1.CCN(C(C)C)C(C)C.